Task: Predict the reactants needed to synthesize the given product.. Dataset: Full USPTO retrosynthesis dataset with 1.9M reactions from patents (1976-2016) (1) Given the product [CH2:1]([NH:3][C:4]([N:21]1[CH2:25][CH:24]([CH2:26][CH3:27])[CH:23]=[N:22]1)=[N:5][S:6]([C:9]1[CH:10]=[C:11]2[C:15](=[CH:16][CH:17]=1)[NH:14][CH2:13][CH2:12]2)(=[O:7])=[O:8])[CH3:2], predict the reactants needed to synthesize it. The reactants are: [CH2:1]([NH:3][C:4]([N:21]1[CH2:25][CH:24]([CH2:26][CH3:27])[CH:23]=[N:22]1)=[N:5][S:6]([C:9]1[CH:10]=[C:11]2[C:15](=[CH:16][CH:17]=1)[N:14](C(=O)C)[CH2:13][CH2:12]2)(=[O:8])=[O:7])[CH3:2].Cl.C([O-])(O)=O.[Na+]. (2) Given the product [CH3:16][O:12][C:11]([C:9]1[CH:8]=[C:7]([Br:14])[C:5]2[N:6]=[C:2]([NH2:1])[S:3][C:4]=2[CH:10]=1)=[O:13], predict the reactants needed to synthesize it. The reactants are: [NH2:1][C:2]1[S:3][C:4]2[CH:10]=[C:9]([C:11]([OH:13])=[O:12])[CH:8]=[C:7]([Br:14])[C:5]=2[N:6]=1.[Si](C=[N+]=[N-])(C)(C)[CH3:16]. (3) Given the product [F:21][C:22]1[CH:27]=[CH:26][C:25]([F:28])=[CH:24][C:23]=1[O:16][C@H:2]([CH3:1])[CH2:3][CH2:4][O:5][Si:6]([CH:13]([CH3:15])[CH3:14])([CH:10]([CH3:12])[CH3:11])[CH:7]([CH3:9])[CH3:8], predict the reactants needed to synthesize it. The reactants are: [CH3:1][C@H:2]([O:16]S(C)(=O)=O)[CH2:3][CH2:4][O:5][Si:6]([CH:13]([CH3:15])[CH3:14])([CH:10]([CH3:12])[CH3:11])[CH:7]([CH3:9])[CH3:8].[F:21][C:22]1[CH:27]=[CH:26][C:25]([F:28])=[CH:24][C:23]=1O. (4) Given the product [Cl:1][CH2:2][C:3]([C:15]1[N:20]=[CH:19][CH:18]=[CH:17][N:16]=1)=[O:4], predict the reactants needed to synthesize it. The reactants are: [Cl:1][CH:2]=[C:3]([C:15]1[N:20]=[CH:19][CH:18]=[CH:17][N:16]=1)[O:4][Si](C(C)C)(C(C)C)C(C)C.C(=O)(O)[O-].[Na+]. (5) Given the product [CH3:1][C:2]1[CH:11]=[CH:10][C:9]2[CH2:8][CH2:7][CH2:6][CH2:5][C:4]=2[C:3]=1[S:13]([Cl:12])(=[O:15])=[O:14], predict the reactants needed to synthesize it. The reactants are: [CH3:1][C:2]1[CH:11]=[CH:10][C:9]2[CH2:8][CH2:7][CH2:6][CH2:5][C:4]=2[CH:3]=1.[Cl:12][S:13](O)(=[O:15])=[O:14].